From a dataset of Forward reaction prediction with 1.9M reactions from USPTO patents (1976-2016). Predict the product of the given reaction. Given the reactants O[CH2:2][C@H:3]1[CH2:7][CH2:6][C@@H:5]([C:8]([O:10][CH3:11])=[O:9])[CH2:4]1.C1(P(C2C=CC=CC=2)C2C=CC=CC=2)C=CC=CC=1.C(Br)(Br)(Br)[Br:32], predict the reaction product. The product is: [Br:32][CH2:2][C@H:3]1[CH2:7][CH2:6][C@@H:5]([C:8]([O:10][CH3:11])=[O:9])[CH2:4]1.